This data is from Forward reaction prediction with 1.9M reactions from USPTO patents (1976-2016). The task is: Predict the product of the given reaction. (1) Given the reactants [OH:1][C:2]1[CH:9]=[CH:8][C:5]([CH:6]=O)=[C:4]([O:10][CH3:11])[CH:3]=1.[NH:12]1[CH2:17][CH2:16][CH2:15][CH2:14][CH2:13]1.C(O[BH-](OC(=O)C)OC(=O)C)(=O)C.[Na+], predict the reaction product. The product is: [CH3:11][O:10][C:4]1[CH:3]=[C:2]([OH:1])[CH:9]=[CH:8][C:5]=1[CH2:6][N:12]1[CH2:17][CH2:16][CH2:15][CH2:14][CH2:13]1. (2) Given the reactants Cl.[CH2:2]([O:4][C:5](=[O:25])[CH:6]([NH:18][C:19]([O:21][CH2:22][CH:23]=[CH2:24])=[O:20])[CH2:7][C:8]1[O:12][N:11]=[C:10]([CH:13]2[CH2:17][CH2:16][CH2:15][NH:14]2)[CH:9]=1)[CH3:3].C(=O)([O-])[O-].[Na+].[Na+].[Cl:32][C:33]1[CH:34]=[C:35]([S:40](Cl)(=[O:42])=[O:41])[CH:36]=[C:37]([Cl:39])[CH:38]=1, predict the reaction product. The product is: [CH2:2]([O:4][C:5](=[O:25])[CH:6]([NH:18][C:19]([O:21][CH2:22][CH:23]=[CH2:24])=[O:20])[CH2:7][C:8]1[O:12][N:11]=[C:10]([CH:13]2[CH2:17][CH2:16][CH2:15][N:14]2[S:40]([C:35]2[CH:34]=[C:33]([Cl:32])[CH:38]=[C:37]([Cl:39])[CH:36]=2)(=[O:42])=[O:41])[CH:9]=1)[CH3:3]. (3) Given the reactants [C:1]([O:5][C:6](=[O:50])[NH:7][C@H:8]([C:44]1[CH:49]=[CH:48][CH:47]=[CH:46][CH:45]=1)[C:9]([N:11]1[CH2:16][CH2:15]C[CH2:13][C@H:12]1[C:17](=[O:43])[NH:18][C:19]1[CH:24]=[CH:23][C:22]([C:25]#[C:26][C:27]2[C:28]([C:35]3[CH:40]=[C:39]([Cl:41])[CH:38]=[CH:37][C:36]=3[OH:42])=[N:29][N:30]([CH2:32][CH2:33][OH:34])[CH:31]=2)=[CH:21][CH:20]=1)=[O:10])([CH3:4])([CH3:3])[CH3:2].ClC1C=CC(O)=C(C2C(C#CC3C=CC(NC(C4COCCN4)=[O:73])=CC=3)=CN(CCO)N=2)C=1.N(C(OC(C)(C)C)=O)[C@@H](C(O)=O)C1C=CC=CC=1, predict the reaction product. The product is: [C:1]([O:5][C:6](=[O:50])[NH:7][C@H:8]([C:44]1[CH:49]=[CH:48][CH:47]=[CH:46][CH:45]=1)[C:9]([N:11]1[CH2:16][CH2:15][O:73][CH2:13][CH:12]1[C:17](=[O:43])[NH:18][C:19]1[CH:20]=[CH:21][C:22]([C:25]#[C:26][C:27]2[C:28]([C:35]3[CH:40]=[C:39]([Cl:41])[CH:38]=[CH:37][C:36]=3[OH:42])=[N:29][N:30]([CH2:32][CH2:33][OH:34])[CH:31]=2)=[CH:23][CH:24]=1)=[O:10])([CH3:3])([CH3:2])[CH3:4]. (4) The product is: [F:39][C:40]1[CH:41]=[C:42]([NH:48][C:2]2[N:7]=[CH:6][C:5]([C@H:8]([N:10]3[CH2:11][CH2:12][N:13]([C:16]([O:18][C:19]([CH3:20])([CH3:22])[CH3:21])=[O:17])[CH2:14][CH2:15]3)[CH3:9])=[CH:4][C:3]=2[C:23]2[N:31]=[C:30]([CH3:32])[N:29]=[C:28]3[C:24]=2[N:25]=[CH:26][N:27]3[CH:33]2[CH2:38][CH2:37][CH2:36][CH2:35][O:34]2)[CH:43]=[N:44][C:45]=1[O:46][CH3:47]. Given the reactants F[C:2]1[N:7]=[CH:6][C:5]([C@H:8]([N:10]2[CH2:15][CH2:14][N:13]([C:16]([O:18][C:19]([CH3:22])([CH3:21])[CH3:20])=[O:17])[CH2:12][CH2:11]2)[CH3:9])=[CH:4][C:3]=1[C:23]1[N:31]=[C:30]([CH3:32])[N:29]=[C:28]2[C:24]=1[N:25]=[CH:26][N:27]2[CH:33]1[CH2:38][CH2:37][CH2:36][CH2:35][O:34]1.[F:39][C:40]1[CH:41]=[C:42]([NH2:48])[CH:43]=[N:44][C:45]=1[O:46][CH3:47].C[Si]([N-][Si](C)(C)C)(C)C.[Na+], predict the reaction product. (5) Given the reactants [F:1][C:2]1[CH:7]=[C:6]([N+:8]([O-])=O)[CH:5]=[CH:4][C:3]=1[O:11][C:12](=[O:14])[CH3:13], predict the reaction product. The product is: [NH2:8][C:6]1[CH:5]=[CH:4][C:3]([O:11][C:12](=[O:14])[CH3:13])=[C:2]([F:1])[CH:7]=1. (6) Given the reactants [Br:1][C:2]1[CH:12]=[CH:11][C:5]([O:6][CH2:7][C:8]([NH2:10])=[O:9])=[C:4]([C:13]#[N:14])[CH:3]=1.N1CCC[CH2:17][CH2:16]1.[Cl:21][C:22]1[CH:28]=[CH:27][CH:26]=[CH:25][C:23]=1[NH2:24], predict the reaction product. The product is: [Br:1][C:2]1[CH:12]=[CH:11][C:5]2[O:6][C:7]3[C:8](=[O:9])[NH:10][C:16]([CH2:17][NH:24][C:23]4[CH:25]=[CH:26][CH:27]=[CH:28][C:22]=4[Cl:21])=[N:14][C:13]=3[C:4]=2[CH:3]=1. (7) The product is: [CH:1]1[C:10]2[C:5](=[CH:6][C:7]([O:11][C@H:12]3[CH2:13][CH2:14][C@H:15]([NH:18][C:19](=[O:21])[CH3:20])[CH2:16][CH2:17]3)=[CH:8][CH:9]=2)[CH:4]=[CH:3][N:2]=1. Given the reactants [CH:1]1[C:10]2[C:5](=[CH:6][C:7]([O:11][C@H:12]3[CH2:17][CH2:16][C@H:15]([NH2:18])[CH2:14][CH2:13]3)=[CH:8][CH:9]=2)[CH:4]=[CH:3][N:2]=1.[C:19](Cl)(=[O:21])[CH3:20], predict the reaction product.